Dataset: Full USPTO retrosynthesis dataset with 1.9M reactions from patents (1976-2016). Task: Predict the reactants needed to synthesize the given product. (1) Given the product [Cl:1][C:2]1[CH:7]=[C:6]([Cl:8])[CH:5]=[CH:4][C:3]=1[C:9](=[O:16])[CH2:10][C:11]1[N:12]=[C:18]([CH3:17])[NH:19][CH:15]=1, predict the reactants needed to synthesize it. The reactants are: [Cl:1][C:2]1[CH:7]=[C:6]([Cl:8])[CH:5]=[CH:4][C:3]=1[C:9](=[O:16])[CH2:10][C:11]1[CH:15]=CN[N:12]=1.[CH3:17][C:18]1[NH:19]C=CN=1. (2) Given the product [Si:11]([O:4][CH2:3][CH2:2][CH2:1][OH:5])([C:24]([CH3:27])([CH3:26])[CH3:25])([C:18]1[CH:19]=[CH:20][CH:21]=[CH:22][CH:23]=1)[C:12]1[CH:17]=[CH:16][CH:15]=[CH:14][CH:13]=1, predict the reactants needed to synthesize it. The reactants are: [CH2:1]([OH:5])[CH2:2][CH2:3][OH:4].N1C=CN=C1.[Si:11](Cl)([C:24]([CH3:27])([CH3:26])[CH3:25])([C:18]1[CH:23]=[CH:22][CH:21]=[CH:20][CH:19]=1)[C:12]1[CH:17]=[CH:16][CH:15]=[CH:14][CH:13]=1.